Dataset: Full USPTO retrosynthesis dataset with 1.9M reactions from patents (1976-2016). Task: Predict the reactants needed to synthesize the given product. (1) Given the product [F:7][C:8]1[CH:13]=[CH:12][C:11]([C:14]2[CH:19]=[N:18][N:17]3[CH:22]=[CH:21][N:20]=[C:16]3[CH:15]=2)=[CH:10][CH:9]=1, predict the reactants needed to synthesize it. The reactants are: C(Cl)(=O)C(Cl)=O.[F:7][C:8]1[CH:13]=[CH:12][C:11]([C:14]2[CH:15]=[C:16]([NH:20][CH2:21][CH2:22]O)[N:17]=[N:18][CH:19]=2)=[CH:10][CH:9]=1.C(N(CC)CC)C.C(O)(C)C. (2) The reactants are: [Cl:1][C:2]1[C:3]([CH3:15])=[CH:4][C:5]([NH:8][C:9](=O)[C:10]([CH3:13])(C)C)=[N:6][CH:7]=1.C(OCC)C.CN(C)C=CC=O.Cl. Given the product [Cl:1][C:2]1[CH:7]=[N:6][C:5]2[C:4]([C:3]=1[CH3:15])=[CH:13][CH:10]=[CH:9][N:8]=2, predict the reactants needed to synthesize it.